Task: Predict the product of the given reaction.. Dataset: Forward reaction prediction with 1.9M reactions from USPTO patents (1976-2016) (1) Given the reactants Br[C:2]1[S:3][CH:4]=[C:5]([CH2:7][O:8][N:9]=[C:10]([C:17]2[N:21]([CH3:22])[N:20]=[N:19][N:18]=2)[C:11]2[CH:16]=[CH:15][CH:14]=[CH:13][CH:12]=2)[N:6]=1.N#N.[CH:25]1([C:28]#[CH:29])[CH2:27][CH2:26]1.C(N(C(C)C)C(C)C)C, predict the reaction product. The product is: [CH:25]1([C:28]#[C:29][C:2]2[S:3][CH:4]=[C:5]([CH2:7][O:8][N:9]=[C:10]([C:17]3[N:21]([CH3:22])[N:20]=[N:19][N:18]=3)[C:11]3[CH:16]=[CH:15][CH:14]=[CH:13][CH:12]=3)[N:6]=2)[CH2:27][CH2:26]1. (2) Given the reactants S(=O)(=O)(O)O.[Cl:6][C:7]1[CH:8]=[C:9]2[C:14](=[CH:15][CH:16]=1)[CH:13]=[C:12]([S:17]([CH2:20]/[CH:21]=[CH:22]/[C:23]([O:25]CC)=[O:24])(=[O:19])=[O:18])[CH:11]=[CH:10]2, predict the reaction product. The product is: [Cl:6][C:7]1[CH:8]=[C:9]2[C:14](=[CH:15][CH:16]=1)[CH:13]=[C:12]([S:17]([CH2:20]/[CH:21]=[CH:22]/[C:23]([OH:25])=[O:24])(=[O:18])=[O:19])[CH:11]=[CH:10]2. (3) Given the reactants [CH2:1]([O:4][N:5]([C@H:18]1[CH2:23][NH:22][C@H:21]([C:24]([NH2:26])=[O:25])[CH:20]=[C:19]1[CH:27]1[CH2:29][CH2:28]1)S(C1C=CC=CC=1[N+]([O-])=O)(=O)=O)[CH:2]=[CH2:3].C(ON[C@H]1CN[C@@H](C(N)=O)C=C1C)C=C, predict the reaction product. The product is: [CH2:1]([O:4][NH:5][CH:18]1[CH2:23][NH:22][C@@H:21]([C:24]([NH2:26])=[O:25])[CH:20]=[C:19]1[CH:27]1[CH2:28][CH2:29]1)[CH:2]=[CH2:3]. (4) Given the reactants [N:1]1([CH2:5][C@H:6]([C:8]2[CH:13]=[CH:12][C:11]([Cl:14])=[C:10]([C:15]([F:18])([F:17])[F:16])[CH:9]=2)[NH2:7])[CH2:4][CH2:3][CH2:2]1.O[C:20]1[C:21]2[CH:29]=[N:28][CH:27]=[C:26]([C:30]([NH2:32])=[O:31])[C:22]=2[N:23]=[CH:24][N:25]=1, predict the reaction product. The product is: [N:1]1([CH2:5][C@@H:6]([NH:7][C:20]2[C:21]3[CH:29]=[N:28][CH:27]=[C:26]([C:30]([NH2:32])=[O:31])[C:22]=3[N:23]=[CH:24][N:25]=2)[C:8]2[CH:13]=[CH:12][C:11]([Cl:14])=[C:10]([C:15]([F:18])([F:16])[F:17])[CH:9]=2)[CH2:4][CH2:3][CH2:2]1. (5) Given the reactants [NH2:1][C:2]1[CH:7]=[CH:6][C:5]([CH2:8][C:9]#[N:10])=[C:4]([Br:11])[CH:3]=1.[Cl:12]N1C(C)(C)C(=O)N(Cl)C1=O, predict the reaction product. The product is: [NH2:1][C:2]1[CH:7]=[CH:6][C:5]([CH2:8][C:9]#[N:10])=[C:4]([Br:11])[C:3]=1[Cl:12]. (6) Given the reactants [OH:1][C@@H:2]1[CH2:7][CH2:6][CH2:5][CH2:4][C@H:3]1[NH:8][C:9]1[S:10][C:11]2[CH:17]=[C:16]([CH2:18][N:19]3[C:23]4=[N:24][CH:25]=[C:26]([C:28](O)=[O:29])[CH:27]=[C:22]4[N:21]=[CH:20]3)[CH:15]=[CH:14][C:12]=2[N:13]=1.CN.F[P-](F)(F)(F)(F)F.[N:40]1(O[P+](N(C)C)(N(C)C)N(C)C)[C:44]2C=CC=CC=2N=N1, predict the reaction product. The product is: [OH:1][C@@H:2]1[CH2:7][CH2:6][CH2:5][CH2:4][C@H:3]1[NH:8][C:9]1[S:10][C:11]2[CH:17]=[C:16]([CH2:18][N:19]3[C:23]4=[N:24][CH:25]=[C:26]([C:28]([NH:40][CH3:44])=[O:29])[CH:27]=[C:22]4[N:21]=[CH:20]3)[CH:15]=[CH:14][C:12]=2[N:13]=1. (7) Given the reactants [OH:1][C:2]1[CH:3]=[CH:4][C:5]2[C:9]([C:10]([O:12][CH3:13])=[O:11])=[C:8]([CH3:14])[S:7][C:6]=2[CH:15]=1.Cl[C:17]1[CH:22]=[CH:21][N:20]=[C:19]2[CH:23]=[C:24]([C:26]3[N:27]([CH3:31])[CH:28]=[CH:29][N:30]=3)[S:25][C:18]=12.C([O-])([O-])=O.[Cs+].[Cs+], predict the reaction product. The product is: [CH3:14][C:8]1[S:7][C:6]2[CH:15]=[C:2]([O:1][C:17]3[CH:22]=[CH:21][N:20]=[C:19]4[CH:23]=[C:24]([C:26]5[N:27]([CH3:31])[CH:28]=[CH:29][N:30]=5)[S:25][C:18]=34)[CH:3]=[CH:4][C:5]=2[C:9]=1[C:10]([O:12][CH3:13])=[O:11]. (8) The product is: [CH3:1][S:2]([C:5]1[CH:6]=[C:7]2[C:12](=[CH:13][CH:14]=1)[N:11]=[C:10]([C:15]1[CH:20]=[CH:19][CH:18]=[C:17]([C:21]([F:22])([F:24])[F:23])[CH:16]=1)[C:9]([CH2:25][N:26]1[CH2:31][CH2:30][C:29](=[O:32])[CH2:28][CH2:27]1)=[C:8]2[C:33]([OH:35])=[O:34])(=[O:3])=[O:4]. Given the reactants [CH3:1][S:2]([C:5]1[CH:6]=[C:7]2[C:12](=[CH:13][CH:14]=1)[N:11]=[C:10]([C:15]1[CH:20]=[CH:19][CH:18]=[C:17]([C:21]([F:24])([F:23])[F:22])[CH:16]=1)[C:9]([CH2:25][N:26]1[CH2:31][CH2:30][C:29](=[O:32])[CH2:28][CH2:27]1)=[C:8]2[C:33]([O:35]C)=[O:34])(=[O:4])=[O:3].[OH-].[Na+].CO, predict the reaction product.